This data is from Forward reaction prediction with 1.9M reactions from USPTO patents (1976-2016). The task is: Predict the product of the given reaction. (1) Given the reactants [CH2:1]([N:3]1[CH2:13][CH:12]2[CH2:14][CH:5]([C:6]3[C:11]2=[CH:10][C:9]([N+:15]([O-])=O)=[CH:8][CH:7]=3)[CH2:4]1)[CH3:2].[H][H], predict the reaction product. The product is: [CH2:1]([N:3]1[CH2:13][CH:12]2[CH2:14][CH:5]([C:6]3[C:11]2=[CH:10][C:9]([NH2:15])=[CH:8][CH:7]=3)[CH2:4]1)[CH3:2]. (2) Given the reactants [CH2:1]([C:3]1[C:11]2[O:10][CH:9]=[C:8]([CH3:12])[C:7]=2[CH:6]=[C:5]([CH:13]=O)[CH:4]=1)[CH3:2].[NH2:15][C:16]1[CH:23]=[CH:22][C:19]([C:20]#[N:21])=[CH:18][CH:17]=1.S(C[N+]#[C-])(C1C=CC(C)=CC=1)(=O)=[O:25].B(F)(F)F.[O:41]([CH2:44]C)[CH2:42]C, predict the reaction product. The product is: [C:20]([C:19]1[CH:22]=[CH:23][C:16]([NH:15][CH:13]([C:5]2[CH:4]=[C:3]([CH2:1][CH3:2])[C:11]3[O:10][CH:9]=[C:8]([CH3:12])[C:7]=3[CH:6]=2)[C:42]([O:41][CH3:44])=[O:25])=[CH:17][CH:18]=1)#[N:21]. (3) Given the reactants [CH3:1][N:2]1[C:7](=[O:8])[C:6]2[C:9]([C:30]3[CH:35]=[CH:34][CH:33]=[CH:32][CH:31]=3)=[C:10]([C:12]3[CH:17]=[CH:16][C:15]([C:18]4([NH:22][C:23](=[O:29])[O:24][C:25]([CH3:28])([CH3:27])[CH3:26])[CH2:21][CH2:20][CH2:19]4)=[CH:14][CH:13]=3)[O:11][C:5]=2[N:4]=[C:3]1S(C)(=O)=O.[CH3:40][NH:41][CH2:42][CH2:43][OH:44], predict the reaction product. The product is: [OH:44][CH2:43][CH2:42][N:41]([CH3:40])[C:3]1[N:2]([CH3:1])[C:7](=[O:8])[C:6]2[C:9]([C:30]3[CH:31]=[CH:32][CH:33]=[CH:34][CH:35]=3)=[C:10]([C:12]3[CH:17]=[CH:16][C:15]([C:18]4([NH:22][C:23](=[O:29])[O:24][C:25]([CH3:27])([CH3:28])[CH3:26])[CH2:19][CH2:20][CH2:21]4)=[CH:14][CH:13]=3)[O:11][C:5]=2[N:4]=1. (4) Given the reactants [CH3:1][NH:2][C:3]1[CH:8]=[CH:7][C:6]([O:9][C:10]([F:13])([F:12])[F:11])=[CH:5][CH:4]=1.Br[CH2:15][C:16]([O:18][CH2:19][CH3:20])=[O:17].C(=O)([O-])[O-].[Na+].[Na+], predict the reaction product. The product is: [CH2:19]([O:18][C:16](=[O:17])[CH2:15][N:2]([CH3:1])[C:3]1[CH:8]=[CH:7][C:6]([O:9][C:10]([F:11])([F:12])[F:13])=[CH:5][CH:4]=1)[CH3:20]. (5) Given the reactants [O:1]=[C:2]([N:18]1[CH2:22][CH2:21][CH2:20][CH2:19]1)[CH2:3][O:4][C:5]1[CH:10]=[CH:9][C:8]([C:11]2[CH:12]=[N:13][C:14]([NH2:17])=[N:15][CH:16]=2)=[CH:7][CH:6]=1.Cl[CH:24]([C:27]1([C:30]2[CH:31]=[C:32]3[C:37](=[CH:38][CH:39]=2)[N:36]=[CH:35][CH:34]=[CH:33]3)[CH2:29][CH2:28]1)[CH:25]=O, predict the reaction product. The product is: [O:1]=[C:2]([N:18]1[CH2:19][CH2:20][CH2:21][CH2:22]1)[CH2:3][O:4][C:5]1[CH:10]=[CH:9][C:8]([C:11]2[CH:12]=[N:13][C:14]3[N:15]([C:24]([C:27]4([C:30]5[CH:31]=[C:32]6[C:37](=[CH:38][CH:39]=5)[N:36]=[CH:35][CH:34]=[CH:33]6)[CH2:29][CH2:28]4)=[CH:25][N:17]=3)[CH:16]=2)=[CH:7][CH:6]=1.